This data is from Catalyst prediction with 721,799 reactions and 888 catalyst types from USPTO. The task is: Predict which catalyst facilitates the given reaction. (1) The catalyst class is: 7. Reactant: [Cl:1][C:2]1[CH:3]=[C:4]([CH:7]=[CH:8][CH:9]=1)[CH:5]=[O:6].[F:10][C:11]([Si](C)(C)C)([F:13])[F:12].[F-].C([N+](CCCC)(CCCC)CCCC)CCC. Product: [Cl:1][C:2]1[CH:9]=[CH:8][CH:7]=[C:4]([CH:5]([OH:6])[C:11]([F:13])([F:12])[F:10])[CH:3]=1. (2) Reactant: C1C=C(Cl)C=C(C(OO)=[O:9])C=1.[F:12][C:13]1[CH:18]=[C:17]([S:19][CH3:20])[C:16]([F:21])=[CH:15][C:14]=1[F:22].[OH2:23]. Product: [F:12][C:13]1[CH:18]=[C:17]([S:19]([CH3:20])=[O:9])[C:16]([F:21])=[CH:15][C:14]=1[F:22].[F:12][C:13]1[CH:18]=[C:17]([S:19]([CH3:20])(=[O:9])=[O:23])[C:16]([F:21])=[CH:15][C:14]=1[F:22]. The catalyst class is: 326.